Dataset: Catalyst prediction with 721,799 reactions and 888 catalyst types from USPTO. Task: Predict which catalyst facilitates the given reaction. (1) Reactant: [Cl:1][C:2]1[CH:38]=[CH:37][C:36]([C:39]([F:42])([F:41])[F:40])=[CH:35][C:3]=1[CH2:4][O:5][CH2:6][CH:7]1[CH2:34][CH2:33][C:10]2[N:11](C(C3C=CC=CC=3)(C3C=CC=CC=3)C3C=CC=CC=3)[CH:12]=[N:13][C:9]=2[CH2:8]1.ClC1C=CC(C(F)(F)F)=CC=1COCC1CCC2N=CN(C(C3C=CC=CC=3)(C3C=CC=CC=3)C3C=CC=CC=3)C=2C1. Product: [Cl:1][C:2]1[CH:38]=[CH:37][C:36]([C:39]([F:41])([F:40])[F:42])=[CH:35][C:3]=1[CH2:4][O:5][CH2:6][CH:7]1[CH2:34][CH2:33][C:10]2[NH:11][CH:12]=[N:13][C:9]=2[CH2:8]1. The catalyst class is: 86. (2) Reactant: [Br:1][C:2]1[CH:7]=[CH:6][C:5](O)=[CH:4][CH:3]=1.[C:9](=[O:12])([O-])[O-].[K+].[K+].[Br:15][CH2:16]CBr. Product: [Br:1][C:2]1[CH:7]=[CH:6][CH:5]=[C:4]([O:12][CH2:9][CH2:16][Br:15])[CH:3]=1. The catalyst class is: 21. (3) Reactant: [I:1]N1C(=O)CCC1=O.[CH3:9][N:10]1[C:14]([C:15]2[CH:20]=[CH:19][C:18]([CH3:21])=[CH:17][CH:16]=2)=[CH:13][CH:12]=[N:11]1. Product: [I:1][C:13]1[CH:12]=[N:11][N:10]([CH3:9])[C:14]=1[C:15]1[CH:20]=[CH:19][C:18]([CH3:21])=[CH:17][CH:16]=1. The catalyst class is: 10. (4) Reactant: [OH-].[Na+].[C@@H]1([N:12]2[CH:19]=[CH:18][C:16](=[O:17])[NH:15][C:13]2=[S:14])O[C@H](CO)[C@@H](O)[C@H]1O.CI.[C:22](O)(=O)C. Product: [CH3:22][S:14][C:13]1[NH:15][C:16](=[O:17])[CH:18]=[CH:19][N:12]=1. The catalyst class is: 90.